From a dataset of Full USPTO retrosynthesis dataset with 1.9M reactions from patents (1976-2016). Predict the reactants needed to synthesize the given product. (1) Given the product [CH3:1][C:2]1[N:6]2[C:7]3[CH:26]=[CH:25][CH:24]=[CH:23][C:8]=3[CH2:9][CH2:10][CH:11]([NH2:12])[C:5]2=[N:4][CH:3]=1, predict the reactants needed to synthesize it. The reactants are: [CH3:1][C:2]1[N:6]2[C:7]3[CH:26]=[CH:25][CH:24]=[CH:23][C:8]=3[CH2:9][CH2:10][CH:11]([NH:12]C(=O)OCC3C=CC=CC=3)[C:5]2=[N:4][CH:3]=1.[H][H]. (2) Given the product [Cl:11][C:12]([Cl:20])([Cl:19])[CH2:13][O:14][C:15](=[O:18])[CH:16]([Cl:34])[CH2:17][C:2]1[CH:7]=[CH:6][C:5]([CH2:8][CH2:9][OH:10])=[CH:4][CH:3]=1, predict the reactants needed to synthesize it. The reactants are: N[C:2]1[CH:7]=[CH:6][C:5]([CH2:8][CH2:9][OH:10])=[CH:4][CH:3]=1.[Cl:11][C:12]([Cl:20])([Cl:19])[CH2:13][O:14][C:15](=[O:18])[CH:16]=[CH2:17].COC(=O)C([Cl:34])CC1C=CC(CO)=CC=1. (3) The reactants are: [F:1][C:2]1[C:11]([F:12])=[C:10]2[C:5]([CH2:6][CH2:7][CH:8]([CH2:13][CH2:14][CH2:15][CH2:16][CH3:17])[O:9]2)=[C:4](I)[C:3]=1[OH:19].[C:20]([CH:22]1[CH2:27][CH2:26][CH:25]([CH2:28][CH2:29][CH3:30])[CH2:24][CH2:23]1)#[CH:21].Cl. Given the product [F:1][C:2]1[C:11]([F:12])=[C:10]2[C:5]([CH2:6][CH2:7][CH:8]([CH2:13][CH2:14][CH2:15][CH2:16][CH3:17])[O:9]2)=[C:4]([C:21]#[C:20][CH:22]2[CH2:27][CH2:26][CH:25]([CH2:28][CH2:29][CH3:30])[CH2:24][CH2:23]2)[C:3]=1[OH:19], predict the reactants needed to synthesize it. (4) Given the product [F:1][C:2]1[CH:8]=[C:7]([N:19]2[CH2:20][CH2:21][N:16]([C:11]3[CH:12]=[CH:13][CH:14]=[CH:15][N:10]=3)[CH2:17][CH2:18]2)[CH:6]=[CH:5][C:3]=1[NH2:4], predict the reactants needed to synthesize it. The reactants are: [F:1][C:2]1[CH:8]=[C:7](I)[CH:6]=[CH:5][C:3]=1[NH2:4].[N:10]1[CH:15]=[CH:14][CH:13]=[CH:12][C:11]=1[N:16]1[CH2:21][CH2:20][NH:19][CH2:18][CH2:17]1.OC1C=CC=C2C=1N=CC=C2.C(=O)([O-])[O-].[K+].[K+].[OH-].[NH4+].C.